This data is from Forward reaction prediction with 1.9M reactions from USPTO patents (1976-2016). The task is: Predict the product of the given reaction. (1) Given the reactants [C:1]([O:5][C:6](=[O:19])[NH:7][C:8]1[CH:13]=[C:12](Cl)[C:11]([Cl:15])=[CH:10][C:9]=1[N+:16]([O-:18])=[O:17])([CH3:4])([CH3:3])[CH3:2].[CH:20]([NH:23][CH3:24])([CH3:22])[CH3:21], predict the reaction product. The product is: [C:1]([O:5][C:6](=[O:19])[NH:7][C:8]1[CH:13]=[C:12]([N:23]([CH:20]([CH3:22])[CH3:21])[CH3:24])[C:11]([Cl:15])=[CH:10][C:9]=1[N+:16]([O-:18])=[O:17])([CH3:4])([CH3:3])[CH3:2]. (2) Given the reactants [NH2:1][C@@:2]([C@@H:6]1[CH2:15][CH2:14][C:13]2[C:8](=[CH:9][CH:10]=[C:11]([O:16][C@H:17]3[CH2:22][CH2:21][C@H:20]([C:23]([CH3:26])([CH3:25])[CH3:24])[CH2:19][CH2:18]3)[CH:12]=2)[CH2:7]1)([CH3:5])[CH2:3][OH:4].C(Cl)(Cl)Cl.C(=O)(O)[O-].[Na+].[C:36]([O:40][C:41](O[C:41]([O:40][C:36]([CH3:39])([CH3:38])[CH3:37])=[O:42])=[O:42])([CH3:39])([CH3:38])[CH3:37], predict the reaction product. The product is: [C:23]([C@H:20]1[CH2:19][CH2:18][C@H:17]([O:16][C:11]2[CH:12]=[C:13]3[C:8](=[CH:9][CH:10]=2)[CH2:7][C@H:6]([C@:2]([NH:1][C:41](=[O:42])[O:40][C:36]([CH3:39])([CH3:38])[CH3:37])([CH3:5])[CH2:3][OH:4])[CH2:15][CH2:14]3)[CH2:22][CH2:21]1)([CH3:26])([CH3:25])[CH3:24]. (3) Given the reactants [C:1]([O:5][C:6]([N:8]1[C@H:17]([C:18]([OH:20])=O)[CH2:16][C:15]2[CH:14]=[C:13]3[O:21][CH2:22][C@H:23]([C:25]4[CH:30]=[CH:29][CH:28]=[C:27]([O:31][CH2:32][C:33]5[CH:38]=[CH:37][C:36]([Cl:39])=[C:35]([Cl:40])[CH:34]=5)[CH:26]=4)[O:24][C:12]3=[CH:11][C:10]=2[CH2:9]1)=[O:7])([CH3:4])([CH3:3])[CH3:2].C1C=CC2N(O)N=NC=2C=1.Cl.Cl.[CH3:53][O:54][C:55](=[O:73])[C@@H:56]([NH2:72])[CH2:57][C:58]1[CH:63]=[CH:62][C:61]([C:64]2[CH:69]=[CH:68][N:67]=[C:66]([CH3:70])[C:65]=2[CH3:71])=[CH:60][CH:59]=1.CCN(C(C)C)C(C)C, predict the reaction product. The product is: [C:1]([O:5][C:6]([N:8]1[C@H:17]([C:18](=[O:20])[NH:72][C@H:56]([C:55]([O:54][CH3:53])=[O:73])[CH2:57][C:58]2[CH:59]=[CH:60][C:61]([C:64]3[CH:69]=[CH:68][N:67]=[C:66]([CH3:70])[C:65]=3[CH3:71])=[CH:62][CH:63]=2)[CH2:16][C:15]2[CH:14]=[C:13]3[O:21][CH2:22][C@H:23]([C:25]4[CH:30]=[CH:29][CH:28]=[C:27]([O:31][CH2:32][C:33]5[CH:38]=[CH:37][C:36]([Cl:39])=[C:35]([Cl:40])[CH:34]=5)[CH:26]=4)[O:24][C:12]3=[CH:11][C:10]=2[CH2:9]1)=[O:7])([CH3:4])([CH3:3])[CH3:2]. (4) Given the reactants C(OC([NH:11][CH:12]([CH2:23][CH2:24][CH2:25][CH2:26][CH2:27][CH2:28][CH2:29][CH2:30][CH2:31][CH2:32][CH2:33][CH3:34])[CH2:13][CH2:14][P:15](=[O:22])([O:19]CC)[O:16]CC)=O)C1C=CC=CC=1.I[Si](C)(C)C, predict the reaction product. The product is: [NH2:11][CH:12]([CH2:23][CH2:24][CH2:25][CH2:26][CH2:27][CH2:28][CH2:29][CH2:30][CH2:31][CH2:32][CH2:33][CH3:34])[CH2:13][CH2:14][P:15](=[O:16])([OH:22])[OH:19]. (5) Given the reactants B(Br)(Br)Br.[C:5]1([C:31]2[CH:36]=[CH:35][CH:34]=[CH:33][CH:32]=2)[CH:10]=[CH:9][C:8]([CH2:11][N:12]2[C:21]3[C:16](=[C:17]([O:28]C)[CH:18]=[CH:19][C:20]=3[C:22]3[CH:27]=[CH:26][CH:25]=[CH:24][CH:23]=3)[CH2:15][CH2:14][C:13]2=[O:30])=[CH:7][CH:6]=1, predict the reaction product. The product is: [C:5]1([C:31]2[CH:36]=[CH:35][CH:34]=[CH:33][CH:32]=2)[CH:6]=[CH:7][C:8]([CH2:11][N:12]2[C:21]3[C:16](=[C:17]([OH:28])[CH:18]=[CH:19][C:20]=3[C:22]3[CH:27]=[CH:26][CH:25]=[CH:24][CH:23]=3)[CH2:15][CH2:14][C:13]2=[O:30])=[CH:9][CH:10]=1. (6) Given the reactants [Br:1][C:2]1[CH:3]=[C:4]([N:11]2[CH2:15][CH2:14][C:13]([C:20]3[CH:25]=[C:24]([Cl:26])[CH:23]=[C:22]([Cl:27])[CH:21]=3)([C:16]([F:19])([F:18])[F:17])[CH2:12]2)[CH:5]=[CH:6][C:7]=1[N+:8]([O-])=O.O1CCOCC1.Cl.C(=O)([O-])O.[Na+], predict the reaction product. The product is: [Br:1][C:2]1[CH:3]=[C:4]([N:11]2[CH2:15][CH2:14][C:13]([C:20]3[CH:21]=[C:22]([Cl:27])[CH:23]=[C:24]([Cl:26])[CH:25]=3)([C:16]([F:17])([F:18])[F:19])[CH2:12]2)[CH:5]=[CH:6][C:7]=1[NH2:8]. (7) Given the reactants [CH3:1][C:2]1[CH:3]=[C:4]([NH:9][C:10]2[N:15]=[C:14]([N:16]3[CH:20]=[CH:19][C:18]([C:21]([F:24])([F:23])[F:22])=[N:17]3)[C:13]([C:25]3[CH:26]=[C:27]([C:33]([OH:35])=O)[C:28]([O:31][CH3:32])=[N:29][CH:30]=3)=[CH:12][N:11]=2)[CH:5]=[C:6]([CH3:8])[CH:7]=1.[CH2:36]([S:39]([NH2:42])(=[O:41])=[O:40])[CH2:37][CH3:38].C(N(CC)CC)C.[I-].ClC1C=CC=C[N+]=1C, predict the reaction product. The product is: [CH3:1][C:2]1[CH:3]=[C:4]([NH:9][C:10]2[N:15]=[C:14]([N:16]3[CH:20]=[CH:19][C:18]([C:21]([F:23])([F:24])[F:22])=[N:17]3)[C:13]([C:25]3[CH:26]=[C:27]([C:33]([NH:42][S:39]([CH2:36][CH2:37][CH3:38])(=[O:41])=[O:40])=[O:35])[C:28]([O:31][CH3:32])=[N:29][CH:30]=3)=[CH:12][N:11]=2)[CH:5]=[C:6]([CH3:8])[CH:7]=1. (8) The product is: [NH2:12][C:11]1[C:6]([C:4]([C:15]2[CH:20]=[CH:19][CH:18]=[CH:17][CH:16]=2)=[O:5])=[N:7][CH:8]=[C:9]([CH3:13])[N:10]=1. Given the reactants CON(C)[C:4]([C:6]1[C:11]([NH2:12])=[N:10][C:9]([CH3:13])=[CH:8][N:7]=1)=[O:5].[C:15]1([Mg]Br)[CH:20]=[CH:19][CH:18]=[CH:17][CH:16]=1.C([O-])(O)=O.[Na+].CCOC(C)=O, predict the reaction product.